From a dataset of Catalyst prediction with 721,799 reactions and 888 catalyst types from USPTO. Predict which catalyst facilitates the given reaction. (1) Reactant: [NH2:1][CH2:2][C:3]1[C:12]2[C:7](=[CH:8][CH:9]=[CH:10][CH:11]=2)[C:6](=O)[NH:5][N:4]=1.C(N([CH2:19][CH3:20])CC)C.C([Cl:24])(=O)C. Product: [Cl:24][C:6]1[C:7]2[C:12](=[CH:11][CH:10]=[CH:9][CH:8]=2)[C:3]2=[CH:2][N:1]=[C:19]([CH3:20])[N:4]2[N:5]=1. The catalyst class is: 3. (2) Reactant: [CH3:1][C:2]1[C:3]([C:24]2[CH:29]=[CH:28][CH:27]=[CH:26][CH:25]=2)=[C:4]([O:14][C:15]2[CH:20]=[CH:19][C:18]([N+:21]([O-])=O)=[CH:17][CH:16]=2)[C:5]2[C:10]([CH:11]=1)=[CH:9][C:8]([O:12][CH3:13])=[CH:7][CH:6]=2. Product: [CH3:1][C:2]1[C:3]([C:24]2[CH:29]=[CH:28][CH:27]=[CH:26][CH:25]=2)=[C:4]([O:14][C:15]2[CH:20]=[CH:19][C:18]([NH2:21])=[CH:17][CH:16]=2)[C:5]2[C:10]([CH:11]=1)=[CH:9][C:8]([O:12][CH3:13])=[CH:7][CH:6]=2. The catalyst class is: 867. (3) Reactant: [C:1]([C:3]1[CH:8]=[CH:7][C:6]([CH2:9][C:10](OC)=[O:11])=[C:5]([N+:14]([O-])=O)[CH:4]=1)#[N:2]. Product: [O:11]=[C:10]1[CH2:9][C:6]2[C:5](=[CH:4][C:3]([C:1]#[N:2])=[CH:8][CH:7]=2)[NH:14]1. The catalyst class is: 409.